From a dataset of Catalyst prediction with 721,799 reactions and 888 catalyst types from USPTO. Predict which catalyst facilitates the given reaction. (1) Reactant: N[N:2]1[C:7](=[O:8])[C:6]2[O:9][C:10]3[CH:15]=[CH:14][C:13]([Cl:16])=[CH:12][C:11]=3[C:5]=2[NH:4][C:3]1=[O:17].N([O-])=O.[Na+]. Product: [Cl:16][C:13]1[CH:14]=[CH:15][C:10]2[O:9][C:6]3[C:7](=[O:8])[NH:2][C:3](=[O:17])[NH:4][C:5]=3[C:11]=2[CH:12]=1. The catalyst class is: 86. (2) Reactant: Br[C:2]1[CH:20]=[CH:19][C:5]([O:6][CH2:7][CH:8]2[CH2:13][CH2:12][N:11]([CH2:14][C:15]([F:18])([CH3:17])[CH3:16])[CH2:10][CH2:9]2)=[CH:4][CH:3]=1.[Li]CCCC.[B:26](OC(C)C)([O:31]C(C)C)[O:27]C(C)C.Cl. Product: [F:18][C:15]([CH3:17])([CH3:16])[CH2:14][N:11]1[CH2:12][CH2:13][CH:8]([CH2:7][O:6][C:5]2[CH:19]=[CH:20][C:2]([B:26]([OH:31])[OH:27])=[CH:3][CH:4]=2)[CH2:9][CH2:10]1. The catalyst class is: 49. (3) Reactant: [C:1]([O:5][C:6](=[O:12])[NH:7][CH2:8][CH2:9][CH2:10][OH:11])([CH3:4])([CH3:3])[CH3:2].C(N(CC)C(C)C)(C)C.CS(C)=O. Product: [C:1]([O:5][C:6](=[O:12])[NH:7][CH2:8][CH2:9][CH:10]=[O:11])([CH3:4])([CH3:2])[CH3:3]. The catalyst class is: 4. (4) Reactant: Cl[C:2]1C=[CH:6][C:5]([Br:8])=[CH:4][N:3]=1.[F:9][C:10]1[CH:15]=[CH:14][C:13]([C:16]([CH3:20])([CH3:19])[CH2:17][NH2:18])=[CH:12][CH:11]=1.CC[N:23](C(C)C)C(C)C. Product: [Br:8][C:5]1[CH:4]=[N:3][C:2]([NH:18][CH2:17][C:16]([C:13]2[CH:12]=[CH:11][C:10]([F:9])=[CH:15][CH:14]=2)([CH3:20])[CH3:19])=[N:23][CH:6]=1. The catalyst class is: 11. (5) Reactant: [Br:1][C:2]1[CH:7]=[CH:6][CH:5]=[C:4](C)[N:3]=1.[C:9]([O-])(=O)[CH3:10].[Na+].Cl.[NH2:15][OH:16]. Product: [Br:1][C:2]1[N:3]=[C:4](/[C:9](=[N:15]/[OH:16])/[CH3:10])[CH:5]=[CH:6][CH:7]=1. The catalyst class is: 125.